From a dataset of TCR-epitope binding with 47,182 pairs between 192 epitopes and 23,139 TCRs. Binary Classification. Given a T-cell receptor sequence (or CDR3 region) and an epitope sequence, predict whether binding occurs between them. The TCR CDR3 sequence is CASSLLGQDNSPLHF. The epitope is RLRAEAQVK. Result: 0 (the TCR does not bind to the epitope).